Task: Predict the product of the given reaction.. Dataset: Forward reaction prediction with 1.9M reactions from USPTO patents (1976-2016) (1) Given the reactants [C:1]([O:5][C:6](=[O:27])[C:7]1[CH:12]=[CH:11][C:10]([CH2:13][NH:14][S:15]([C:18]2[CH:23]=[CH:22][CH:21]=[CH:20][C:19]=2[N+:24]([O-])=O)(=[O:17])=[O:16])=[CH:9][CH:8]=1)([CH3:4])([CH3:3])[CH3:2].[H][H], predict the reaction product. The product is: [C:1]([O:5][C:6](=[O:27])[C:7]1[CH:8]=[CH:9][C:10]([CH2:13][NH:14][S:15]([C:18]2[CH:23]=[CH:22][CH:21]=[CH:20][C:19]=2[NH2:24])(=[O:17])=[O:16])=[CH:11][CH:12]=1)([CH3:4])([CH3:2])[CH3:3]. (2) Given the reactants [CH:1]([C:3]1[CH:19]=[CH:18][CH:17]=[CH:16][C:4]=1[O:5][CH2:6][CH2:7][CH2:8][CH2:9][CH2:10][C:11]([O:13][CH2:14][CH3:15])=[O:12])=O.[F:20][C:21]([F:25])([F:24])[CH2:22][NH2:23].C(O)(=O)C.[BH-](OC(C)=O)(OC(C)=O)OC(C)=O.[Na+], predict the reaction product. The product is: [F:20][C:21]([F:25])([F:24])[CH2:22][NH:23][CH2:1][C:3]1[CH:19]=[CH:18][CH:17]=[CH:16][C:4]=1[O:5][CH2:6][CH2:7][CH2:8][CH2:9][CH2:10][C:11]([O:13][CH2:14][CH3:15])=[O:12]. (3) Given the reactants C[O:2][C:3](=[O:43])[CH2:4][C:5]1[CH:6]=[C:7]([C:19]2[CH:24]=[CH:23][C:22]([C:25]([F:28])([F:27])[F:26])=[CH:21][C:20]=2[CH2:29][N:30]2[C@@H:34]([CH3:35])[C@@H:33]([C:36]3[CH:41]=[CH:40][CH:39]=[CH:38][CH:37]=3)[O:32][C:31]2=[O:42])[C:8](OS(C(F)(F)F)(=O)=O)=[CH:9][CH:10]=1.[N:44]1[CH:49]=[CH:48][CH:47]=[C:46](B(O)O)[CH:45]=1, predict the reaction product. The product is: [CH3:35][C@H:34]1[C@@H:33]([C:36]2[CH:37]=[CH:38][CH:39]=[CH:40][CH:41]=2)[O:32][C:31](=[O:42])[N:30]1[CH2:29][C:20]1[CH:21]=[C:22]([C:25]([F:27])([F:26])[F:28])[CH:23]=[CH:24][C:19]=1[C:7]1[C:8]([C:46]2[CH:45]=[N:44][CH:49]=[CH:48][CH:47]=2)=[CH:9][CH:10]=[C:5]([CH2:4][C:3]([OH:2])=[O:43])[CH:6]=1. (4) Given the reactants N1C=CC(C2C(C3C=CC(OCC4C=CC5C(=CC=CC=5)N=4)=CC=3)=NN([CH2:12][C:13]([F:16])([F:15])[F:14])C=2)=CC=1.[CH2:35]([O:42][C:43]1[CH:48]=[CH:47][C:46]([C:49]2[C:53]([C:54]3[CH:59]=[CH:58][N:57]=[CH:56][CH:55]=3)=[CH:52][NH:51][N:50]=2)=[C:45]([F:60])[CH:44]=1)[C:36]1[CH:41]=[CH:40][CH:39]=[CH:38][CH:37]=1, predict the reaction product. The product is: [CH2:35]([O:42][C:43]1[CH:48]=[CH:47][C:46]([C:49]2[C:53]([C:54]3[CH:59]=[CH:58][N:57]=[CH:56][CH:55]=3)=[CH:52][N:51]([CH2:12][C:13]([F:16])([F:15])[F:14])[N:50]=2)=[C:45]([F:60])[CH:44]=1)[C:36]1[CH:41]=[CH:40][CH:39]=[CH:38][CH:37]=1. (5) Given the reactants [C:1]([O:5][C:6](=[O:40])[N:7]([C@H:9]([C:11](=[O:39])[NH:12][C@@H:13]1[C:19](=[O:20])[N:18]([CH2:21][C:22]2[C:31]3[C:26](=[CH:27][C:28]([Br:32])=[CH:29][CH:30]=3)[CH:25]=[CH:24][C:23]=2[O:33][CH3:34])[C:17]2[CH:35]=[CH:36][CH:37]=[CH:38][C:16]=2[NH:15][CH2:14]1)[CH3:10])[CH3:8])([CH3:4])([CH3:3])[CH3:2].[CH3:41][O:42][C:43](=[O:53])[C:44]1[CH:52]=[CH:51][C:47]([C:48](O)=[O:49])=[CH:46][CH:45]=1.O=P(Cl)(Cl)Cl, predict the reaction product. The product is: [CH3:41][O:42][C:43](=[O:53])[C:44]1[CH:52]=[CH:51][C:47]([C:48]([N:15]2[CH2:14][C@H:13]([NH:12][C:11](=[O:39])[C@@H:9]([N:7]([C:6]([O:5][C:1]([CH3:2])([CH3:3])[CH3:4])=[O:40])[CH3:8])[CH3:10])[C:19](=[O:20])[N:18]([CH2:21][C:22]3[C:31]4[C:26](=[CH:27][C:28]([Br:32])=[CH:29][CH:30]=4)[CH:25]=[CH:24][C:23]=3[O:33][CH3:34])[C:17]3[CH:35]=[CH:36][CH:37]=[CH:38][C:16]2=3)=[O:49])=[CH:46][CH:45]=1. (6) Given the reactants [CH:1]1([C:7]2[CH:15]=[CH:14][C:10]([C:11]([OH:13])=O)=[CH:9][CH:8]=2)[CH2:6][CH2:5][CH2:4][CH2:3][CH2:2]1.[CH:16]1[CH:17]=[CH:18][N:19]2[CH2:25][C:24]3[CH:26]=[CH:27][CH:28]=[CH:29][C:23]=3[NH:22][CH2:21][C:20]=12.C(N(CC)C(C)C)(C)C, predict the reaction product. The product is: [CH:1]1([C:7]2[CH:8]=[CH:9][C:10]([C:11]([N:22]3[C:23]4[CH:29]=[CH:28][CH:27]=[CH:26][C:24]=4[CH2:25][N:19]4[CH:18]=[CH:17][CH:16]=[C:20]4[CH2:21]3)=[O:13])=[CH:14][CH:15]=2)[CH2:2][CH2:3][CH2:4][CH2:5][CH2:6]1. (7) Given the reactants Br[C:2]1[N:3]=[C:4]2[C:10]([C:11]([NH:13][C:14]([CH3:17])([CH3:16])[CH3:15])=[O:12])=[CH:9][N:8]([CH2:18][O:19][CH2:20][CH2:21][Si:22]([CH3:25])([CH3:24])[CH3:23])[C:5]2=[N:6][CH:7]=1.Cl.Cl.[CH3:28][N:29]1[C:33]([CH3:34])=[C:32]([NH2:35])[CH:31]=[N:30]1.C1C=CC(P(C2C(C3C(P(C4C=CC=CC=4)C4C=CC=CC=4)=CC=C4C=3C=CC=C4)=C3C(C=CC=C3)=CC=2)C2C=CC=CC=2)=CC=1, predict the reaction product. The product is: [C:14]([NH:13][C:11]([C:10]1[C:4]2[C:5](=[N:6][CH:7]=[C:2]([NH:35][C:32]3[CH:31]=[N:30][N:29]([CH3:28])[C:33]=3[CH3:34])[N:3]=2)[N:8]([CH2:18][O:19][CH2:20][CH2:21][Si:22]([CH3:25])([CH3:24])[CH3:23])[CH:9]=1)=[O:12])([CH3:17])([CH3:16])[CH3:15].